This data is from Full USPTO retrosynthesis dataset with 1.9M reactions from patents (1976-2016). The task is: Predict the reactants needed to synthesize the given product. (1) Given the product [OH:4][CH2:1][C:2]#[C:3][C:6]1[CH:15]=[CH:14][C:13]([C:3]#[C:2][CH2:1][OH:4])=[CH:12][C:7]=1[C:8]([O:10][CH3:11])=[O:9], predict the reactants needed to synthesize it. The reactants are: [CH2:1]([OH:4])[C:2]#[CH:3].Br[C:6]1[CH:15]=[CH:14][C:13](Br)=[CH:12][C:7]=1[C:8]([O:10][CH3:11])=[O:9]. (2) The reactants are: C(OC([N:8]1[CH2:13][CH2:12][CH2:11][C@@H:10]([CH2:14][N:15]2[C:23]([C:24]3[C:29]([F:30])=[CH:28][CH:27]=[CH:26][C:25]=3[Cl:31])=[N:22][C:21]3[C:16]2=[N:17][C:18]([NH:32][CH2:33][C:34]2[CH:39]=[CH:38][C:37]([F:40])=[C:36]([F:41])[CH:35]=2)=[N:19][CH:20]=3)[CH2:9]1)=O)(C)(C)C.C(O)(C(F)(F)F)=O. Given the product [F:41][C:36]1[CH:35]=[C:34]([CH:39]=[CH:38][C:37]=1[F:40])[CH2:33][NH:32][C:18]1[N:17]=[C:16]2[C:21]([N:22]=[C:23]([C:24]3[C:29]([F:30])=[CH:28][CH:27]=[CH:26][C:25]=3[Cl:31])[N:15]2[CH2:14][C@@H:10]2[CH2:11][CH2:12][CH2:13][NH:8][CH2:9]2)=[CH:20][N:19]=1, predict the reactants needed to synthesize it. (3) Given the product [CH2:21]([O:20][C:18](=[O:19])[CH2:17][NH:14][C:15]([NH:13][C:4]1[S:5][C:6]([C:7]2[CH:12]=[CH:11][N:10]=[CH:9][CH:8]=2)=[C:2]([CH3:1])[N:3]=1)=[O:16])[CH3:22], predict the reactants needed to synthesize it. The reactants are: [CH3:1][C:2]1[N:3]=[C:4]([NH2:13])[S:5][C:6]=1[C:7]1[CH:12]=[CH:11][N:10]=[CH:9][CH:8]=1.[N:14]([CH2:17][C:18]([O:20][CH2:21][CH3:22])=[O:19])=[C:15]=[O:16].C(OCC)(=O)C. (4) Given the product [CH3:18][O:17][C:14]1[CH:15]=[CH:16][C:9]2[O:8][C:7]([CH:2]([NH:19][C:20]3[CH:21]=[CH:22][C:23]([C:26]([NH:28][CH2:29][CH2:30][C:31]([O:33][CH2:34][CH3:35])=[O:32])=[O:27])=[CH:24][CH:25]=3)[CH2:3][CH:4]([CH3:6])[CH3:5])=[C:11]([CH3:12])[C:10]=2[CH:13]=1, predict the reactants needed to synthesize it. The reactants are: Cl[CH:2]([C:7]1[O:8][C:9]2[CH:16]=[CH:15][C:14]([O:17][CH3:18])=[CH:13][C:10]=2[C:11]=1[CH3:12])[CH2:3][CH:4]([CH3:6])[CH3:5].[NH2:19][C:20]1[CH:25]=[CH:24][C:23]([C:26]([NH:28][CH2:29][CH2:30][C:31]([O:33][CH2:34][CH3:35])=[O:32])=[O:27])=[CH:22][CH:21]=1.[I-].[Na+].C(=O)([O-])[O-].[Na+].[Na+].Cl. (5) Given the product [C:1]1([N:7]2[C:8]3[C:9]4[CH:17]=[CH:16][CH:15]=[CH:14][C:10]=4[S:11][C:12]=3[N:13]=[CH:18]2)[CH:2]=[CH:3][CH:4]=[CH:5][CH:6]=1, predict the reactants needed to synthesize it. The reactants are: [C:1]1([NH:7][C:8]2[C:9]3[CH:17]=[CH:16][CH:15]=[CH:14][C:10]=3[S:11][C:12]=2[NH2:13])[CH:6]=[CH:5][CH:4]=[CH:3][CH:2]=1.[CH:18](O)=O.